The task is: Predict which catalyst facilitates the given reaction.. This data is from Catalyst prediction with 721,799 reactions and 888 catalyst types from USPTO. (1) Reactant: CS(O[CH2:6][CH:7]1[C:35]2[C:30](=[CH:31][CH:32]=[CH:33][CH:34]=2)[O:29][C:9]2([CH2:14][CH2:13][N:12]([C:15](=[O:28])[C:16]3[CH:21]=[CH:20][C:19]([O:22][CH:23]([CH3:25])[CH3:24])=[C:18]([O:26][CH3:27])[CH:17]=3)[CH2:11][CH2:10]2)[CH2:8]1)(=O)=O.C(S)[CH2:37][S:38]([O-])(=O)=O.[Na+].O. Product: [CH:23]([O:22][C:19]1[CH:20]=[CH:21][C:16]([C:15]([N:12]2[CH2:13][CH2:14][C:9]3([CH2:8][CH:7]([CH2:6][S:38][CH3:37])[C:35]4[C:30](=[CH:31][CH:32]=[CH:33][CH:34]=4)[O:29]3)[CH2:10][CH2:11]2)=[O:28])=[CH:17][C:18]=1[O:26][CH3:27])([CH3:24])[CH3:25]. The catalyst class is: 3. (2) Reactant: O.Cl.[NH:3]1[CH2:8][CH2:7][CH2:6][CH2:5][C:4]1=O.[CH3:10][C:11]([O:14][C:15](O[C:15]([O:14][C:11]([CH3:13])([CH3:12])[CH3:10])=[O:16])=[O:16])([CH3:13])[CH3:12].C(=O)([O-])[O-:26].[Na+].[Na+].O1CCOCC1. Product: [O:26]=[C:6]1[CH2:7][CH2:8][N:3]([C:15]([O:14][C:11]([CH3:13])([CH3:12])[CH3:10])=[O:16])[CH2:4][CH2:5]1. The catalyst class is: 6. (3) Reactant: C(Cl)(=O)C(Cl)=O.CS(C)=O.[CH2:11]([O:18][C@H:19]1[C@H:24]([O:25][CH2:26][C:27]2[CH:32]=[CH:31][CH:30]=[CH:29][CH:28]=2)[C@@H:23]([O:33][CH2:34][C:35]2[CH:40]=[CH:39][CH:38]=[CH:37][CH:36]=2)[C@@:22]([C:43]2[CH:48]=[CH:47][C:46]([Cl:49])=[C:45]([CH2:50][C:51]3[CH:56]=[CH:55][C:54]([O:57][C:58]([F:61])([F:60])[F:59])=[CH:53][CH:52]=3)[CH:44]=2)([O:41][CH3:42])[O:21][C@@H:20]1[CH2:62][OH:63])[C:12]1[CH:17]=[CH:16][CH:15]=[CH:14][CH:13]=1.C(N(CC)CC)C. Product: [CH2:11]([O:18][C@H:19]1[C@H:24]([O:25][CH2:26][C:27]2[CH:32]=[CH:31][CH:30]=[CH:29][CH:28]=2)[C@@H:23]([O:33][CH2:34][C:35]2[CH:40]=[CH:39][CH:38]=[CH:37][CH:36]=2)[C@@:22]([C:43]2[CH:48]=[CH:47][C:46]([Cl:49])=[C:45]([CH2:50][C:51]3[CH:52]=[CH:53][C:54]([O:57][C:58]([F:60])([F:61])[F:59])=[CH:55][CH:56]=3)[CH:44]=2)([O:41][CH3:42])[O:21][C@@H:20]1[CH:62]=[O:63])[C:12]1[CH:13]=[CH:14][CH:15]=[CH:16][CH:17]=1. The catalyst class is: 4. (4) Reactant: O[CH2:2][C:3]1[CH:4]=[CH:5][C:6]([O:11][C:12]2[CH:17]=[CH:16][C:15]([C:18]([F:21])([F:20])[F:19])=[CH:14][N:13]=2)=[C:7]([CH:10]=1)[C:8]#[N:9].S(Cl)([Cl:24])=O. Product: [Cl:24][CH2:2][C:3]1[CH:4]=[CH:5][C:6]([O:11][C:12]2[CH:17]=[CH:16][C:15]([C:18]([F:21])([F:20])[F:19])=[CH:14][N:13]=2)=[C:7]([CH:10]=1)[C:8]#[N:9]. The catalyst class is: 2. (5) Reactant: Cl[C:2]1[N:11]=[C:10]([O:12][CH2:13][C@@H:14]2[CH2:19][N:18]([C:20](=[O:24])[CH:21]([F:23])[F:22])[CH2:17][CH2:16][O:15]2)[C:9]2[C:4](=[N:5][CH:6]=[CH:7][N:8]=2)[CH:3]=1.Cl.CC1(C)C(C)(C)OB([C:34]2[CH:39]=[CH:38][C:37]([N:40]3[CH2:45][CH2:44][NH:43][CH2:42][CH2:41]3)=[CH:36][CH:35]=2)O1.C([O-])([O-])=O.[Cs+].[Cs+]. Product: [F:22][CH:21]([F:23])[C:20]([N:18]1[CH2:17][CH2:16][O:15][C@H:14]([CH2:13][O:12][C:10]2[C:9]3[C:4](=[N:5][CH:6]=[CH:7][N:8]=3)[CH:3]=[C:2]([C:34]3[CH:35]=[CH:36][C:37]([N:40]4[CH2:41][CH2:42][NH:43][CH2:44][CH2:45]4)=[CH:38][CH:39]=3)[N:11]=2)[CH2:19]1)=[O:24]. The catalyst class is: 70.